This data is from Peptide-MHC class I binding affinity with 185,985 pairs from IEDB/IMGT. The task is: Regression. Given a peptide amino acid sequence and an MHC pseudo amino acid sequence, predict their binding affinity value. This is MHC class I binding data. The peptide sequence is CFMYSDFHF. The MHC is HLA-B08:01 with pseudo-sequence HLA-B08:01. The binding affinity (normalized) is 0.0847.